From a dataset of Full USPTO retrosynthesis dataset with 1.9M reactions from patents (1976-2016). Predict the reactants needed to synthesize the given product. Given the product [Cl:18][C:19]1[CH:20]=[CH:21][C:22]([C:25]2[CH:26]=[CH:27][C:28]([C:31]#[C:32][C:2]3[CH:17]=[CH:16][C:5]4[N:6]([CH2:9][CH2:10][N:11]5[CH2:15][CH2:14][CH2:13][CH2:12]5)[CH:7]=[N:8][C:4]=4[CH:3]=3)=[N:29][CH:30]=2)=[CH:23][CH:24]=1, predict the reactants needed to synthesize it. The reactants are: I[C:2]1[CH:17]=[CH:16][C:5]2[N:6]([CH2:9][CH2:10][N:11]3[CH2:15][CH2:14][CH2:13][CH2:12]3)[CH:7]=[N:8][C:4]=2[CH:3]=1.[Cl:18][C:19]1[CH:24]=[CH:23][C:22]([C:25]2[CH:26]=[CH:27][C:28]([C:31]#[CH:32])=[N:29][CH:30]=2)=[CH:21][CH:20]=1.